From a dataset of Full USPTO retrosynthesis dataset with 1.9M reactions from patents (1976-2016). Predict the reactants needed to synthesize the given product. (1) Given the product [CH3:21][C:17]1[CH:18]=[CH:19][CH:20]=[C:2]([CH3:1])[C:3]=1[CH2:4][O:5][C:6]1[CH:7]=[C:8]([CH:9]=[CH:10][C:11]=1[O:12][CH3:13])[CH2:14][C:15]1[NH:24][N:23]=[N:22][N:16]=1, predict the reactants needed to synthesize it. The reactants are: [CH3:1][C:2]1[CH:20]=[CH:19][CH:18]=[C:17]([CH3:21])[C:3]=1[CH2:4][O:5][C:6]1[CH:7]=[C:8]([CH2:14][C:15]#[N:16])[CH:9]=[CH:10][C:11]=1[O:12][CH3:13].[N-:22]=[N+:23]=[N-:24].[Na+].[Cl-].[NH4+].C(OCC)(=O)C. (2) Given the product [CH3:3][O:4][C:9]1[CH:10]=[CH:11][C:12]([C:21]([F:24])([F:23])[F:22])=[C:13]([C:15]2[CH:20]=[CH:19][N:18]=[CH:17][CH:16]=2)[CH:14]=1, predict the reactants needed to synthesize it. The reactants are: CN(C)[CH:3]=[O:4].[H-].[Na+].F[C:9]1[CH:10]=[CH:11][C:12]([C:21]([F:24])([F:23])[F:22])=[C:13]([C:15]2[CH:20]=[CH:19][N:18]=[CH:17][CH:16]=2)[CH:14]=1.[Cl-].[NH4+]. (3) The reactants are: [NH2:1][CH2:2][C:3]1[C:12]([Cl:13])=[CH:11][C:6]([C:7]([O:9][CH3:10])=[O:8])=[C:5]([C:14]2[CH:19]=[CH:18][CH:17]=[C:16]([F:20])[CH:15]=2)[N:4]=1.C(N(CC)C(C)C)(C)C.[C:30](OC(=O)C)(=[O:32])[CH3:31]. Given the product [C:30]([NH:1][CH2:2][C:3]1[C:12]([Cl:13])=[CH:11][C:6]([C:7]([O:9][CH3:10])=[O:8])=[C:5]([C:14]2[CH:19]=[CH:18][CH:17]=[C:16]([F:20])[CH:15]=2)[N:4]=1)(=[O:32])[CH3:31], predict the reactants needed to synthesize it. (4) Given the product [Br:12][C:11]1[CH:10]=[C:9]2[C:5]([CH2:6][CH2:7][NH:8]2)=[CH:4][C:3]=1[F:2], predict the reactants needed to synthesize it. The reactants are: Cl.[F:2][C:3]1[CH:4]=[C:5]2[C:9](=[CH:10][CH:11]=1)[NH:8][CH2:7][CH2:6]2.[Br:12]Br.O.C([O-])(O)=O.[Na+]. (5) Given the product [Br:1][C:2]1[CH:3]=[CH:4][C:5]([C:8]2([NH2:29])[CH2:11][CH2:12]2)=[CH:6][CH:7]=1, predict the reactants needed to synthesize it. The reactants are: [Br:1][C:2]1[CH:7]=[CH:6][C:5]([C:8]2([C:12](O)=O)[CH2:11]CC2)=[CH:4][CH:3]=1.C1(P([N:29]=[N+]=[N-])(C2C=CC=CC=2)=O)C=CC=CC=1.C(N(CC)CC)C.Cl.[OH-].[NH4+]. (6) Given the product [Cl:1][C:2]1[CH:34]=[CH:33][CH:32]=[C:31]([C:35]([F:38])([F:36])[F:37])[C:3]=1[C:4]([N:6]1[C:14]2[C:9](=[CH:10][CH:11]=[C:12]([C:15]3[O:16][C:17]([CH3:20])=[CH:18][N:19]=3)[CH:13]=2)[C:8]([C:21]2[CH:22]=[CH:23][C:24]([C:25]([OH:27])=[O:26])=[CH:29][CH:30]=2)=[N:7]1)=[O:5], predict the reactants needed to synthesize it. The reactants are: [Cl:1][C:2]1[CH:34]=[CH:33][CH:32]=[C:31]([C:35]([F:38])([F:37])[F:36])[C:3]=1[C:4]([N:6]1[C:14]2[C:9](=[CH:10][CH:11]=[C:12]([C:15]3[O:16][C:17]([CH3:20])=[CH:18][N:19]=3)[CH:13]=2)[C:8]([C:21]2[CH:30]=[CH:29][C:24]([C:25]([O:27]C)=[O:26])=[CH:23][CH:22]=2)=[N:7]1)=[O:5].[Li+].[OH-]. (7) Given the product [O:4]=[C:3]([C:17]1[CH:18]=[CH:19][C:14]([C:12]([O:11][CH2:9][CH3:10])=[O:13])=[CH:15][CH:16]=1)[CH:2]([CH3:1])[CH2:6][CH3:7], predict the reactants needed to synthesize it. The reactants are: [CH3:1][CH:2]([CH2:6][CH3:7])[C:3](Cl)=[O:4].[I-].[CH2:9]([O:11][C:12]([C:14]1[CH:19]=[CH:18][C:17]([Zn+])=[CH:16][CH:15]=1)=[O:13])[CH3:10]. (8) The reactants are: [CH3:1][C:2]1[NH:3][CH:4]=[C:5]([C:7]([O:9][CH2:10][CH3:11])=[O:8])[N:6]=1.C(=O)([O-])[O-].[K+].[K+].[CH3:18][C@H:19]1[CH2:21][O:20]1. Given the product [OH:20][C@@H:19]([CH3:21])[CH2:18][N:3]1[CH:4]=[C:5]([C:7]([O:9][CH2:10][CH3:11])=[O:8])[N:6]=[C:2]1[CH3:1], predict the reactants needed to synthesize it.